This data is from Full USPTO retrosynthesis dataset with 1.9M reactions from patents (1976-2016). The task is: Predict the reactants needed to synthesize the given product. (1) Given the product [O:27]=[C:25]([C:23]1[S:24][C:20]([C:17]2[CH:18]=[CH:19][N:14]=[CH:15][CH:16]=2)=[CH:21][CH:22]=1)[CH2:26][C:8]([O:11][CH3:12])=[O:13], predict the reactants needed to synthesize it. The reactants are: [H-].[Na+].O1CCCC1.[C:8](=[O:13])([O:11][CH3:12])OC.[N:14]1[CH:19]=[CH:18][C:17]([C:20]2[S:24][C:23]([C:25](=[O:27])[CH3:26])=[CH:22][CH:21]=2)=[CH:16][CH:15]=1. (2) The reactants are: [CH:1]([O:4][C:5](=[O:34])[CH2:6][CH2:7][CH2:8][CH2:9][CH2:10][O:11][C:12]1[C:13]([NH2:33])=[CH:14][C:15]2[N:19]=[C:18]([C:20]3[CH:25]=[CH:24][CH:23]=[CH:22][CH:21]=3)[N:17]([C:26]3[CH:31]=[CH:30][CH:29]=[CH:28][CH:27]=3)[C:16]=2[CH:32]=1)([CH3:3])[CH3:2].[Cl:35][C:36]1[CH:41]=[CH:40][C:39]([S:42](Cl)(=[O:44])=[O:43])=[CH:38][CH:37]=1. Given the product [CH:1]([O:4][C:5](=[O:34])[CH2:6][CH2:7][CH2:8][CH2:9][CH2:10][O:11][C:12]1[C:13]([NH:33][S:42]([C:39]2[CH:40]=[CH:41][C:36]([Cl:35])=[CH:37][CH:38]=2)(=[O:44])=[O:43])=[CH:14][C:15]2[N:19]=[C:18]([C:20]3[CH:21]=[CH:22][CH:23]=[CH:24][CH:25]=3)[N:17]([C:26]3[CH:27]=[CH:28][CH:29]=[CH:30][CH:31]=3)[C:16]=2[CH:32]=1)([CH3:3])[CH3:2], predict the reactants needed to synthesize it. (3) Given the product [OH:12][C:13]1[CH:21]=[CH:20][C:16]([C:17]([N:30]([O:31][CH3:32])[CH3:29])=[O:19])=[CH:15][C:14]=1[CH2:22][N:23]1[CH2:28][CH2:27][O:26][CH2:25][CH2:24]1, predict the reactants needed to synthesize it. The reactants are: CCN=C=NCCCN(C)C.[OH:12][C:13]1[CH:21]=[CH:20][C:16]([C:17]([OH:19])=O)=[CH:15][C:14]=1[CH2:22][N:23]1[CH2:28][CH2:27][O:26][CH2:25][CH2:24]1.[CH3:29][NH:30][O:31][CH3:32].CCN(C(C)C)C(C)C.C1C=CC2N(O)N=NC=2C=1. (4) Given the product [CH3:30][N:25]1[CH:24]=[N:23][C:22]2[C:26]1=[N:27][CH:28]=[N:29][C:21]=2[NH:19][CH2:18][CH:15]1[CH2:14][CH2:13][N:12]([S:9]([CH2:8][CH2:7][C:1]2[CH:6]=[CH:5][CH:4]=[CH:3][CH:2]=2)(=[O:10])=[O:11])[CH2:17][CH2:16]1, predict the reactants needed to synthesize it. The reactants are: [C:1]1([CH2:7][CH2:8][S:9]([N:12]2[CH2:17][CH2:16][CH:15]([CH2:18][NH2:19])[CH2:14][CH2:13]2)(=[O:11])=[O:10])[CH:6]=[CH:5][CH:4]=[CH:3][CH:2]=1.Cl[C:21]1[N:29]=[CH:28][N:27]=[C:26]2[C:22]=1[N:23]=[CH:24][N:25]2[CH3:30].